This data is from Forward reaction prediction with 1.9M reactions from USPTO patents (1976-2016). The task is: Predict the product of the given reaction. (1) Given the reactants Cl.[CH:2]1([NH:8][C:9]([C:11]2[C:20]3[C:15](=[CH:16][CH:17]=[CH:18][CH:19]=3)[C:14]([S:21](=[O:30])(=[O:29])[NH:22][CH:23]3[CH2:28][CH2:27][NH:26][CH2:25][CH2:24]3)=[CH:13][CH:12]=2)=[O:10])[CH2:7][CH2:6][CH2:5][CH2:4][CH2:3]1.C(N(CC)CC)C.Cl[C:39]([O:41][CH2:42][CH3:43])=[O:40], predict the reaction product. The product is: [CH2:42]([O:41][C:39]([N:26]1[CH2:25][CH2:24][CH:23]([NH:22][S:21]([C:14]2[C:15]3[C:20](=[CH:19][CH:18]=[CH:17][CH:16]=3)[C:11]([C:9](=[O:10])[NH:8][CH:2]3[CH2:7][CH2:6][CH2:5][CH2:4][CH2:3]3)=[CH:12][CH:13]=2)(=[O:30])=[O:29])[CH2:28][CH2:27]1)=[O:40])[CH3:43]. (2) Given the reactants [C:1]1([SH:7])[CH:6]=[CH:5][CH:4]=[CH:3][CH:2]=1.CC(C)([O-])C.[K+].Br[CH:15]1[CH2:20][CH2:19][N:18]([CH2:21][C:22]2[CH:23]=[CH:24][C:25]3[C:26]4[CH2:27][CH2:28][CH2:29][CH2:30][C:31]=4[C:32](=[O:36])[NH:33][C:34]=3[CH:35]=2)[CH2:17][CH2:16]1.C(=O)([O-])O.[Na+].C(Cl)(Cl)[Cl:43], predict the reaction product. The product is: [ClH:43].[C:1]1([S:7][CH:15]2[CH2:20][CH2:19][N:18]([CH2:21][C:22]3[CH:23]=[CH:24][C:25]4[C:26]5[CH2:27][CH2:28][CH2:29][CH2:30][C:31]=5[C:32](=[O:36])[NH:33][C:34]=4[CH:35]=3)[CH2:17][CH2:16]2)[CH:6]=[CH:5][CH:4]=[CH:3][CH:2]=1. (3) Given the reactants [F:1][C:2]1[CH:7]=[CH:6][C:5]([NH:8][C:9](=[O:22])[C:10]2[CH:15]=[C:14]([N+:16]([O-])=O)[C:13]([NH:19][CH3:20])=[CH:12][C:11]=2[F:21])=[CH:4][C:3]=1[Cl:23].FC1C=C(NC)C([N+]([O-])=O)=CC=1C(O)=O.FC1C=CC(N)=CC=1Cl, predict the reaction product. The product is: [F:1][C:2]1[CH:7]=[CH:6][C:5]([NH:8][C:9](=[O:22])[C:10]2[CH:15]=[C:14]([NH2:16])[C:13]([NH:19][CH3:20])=[CH:12][C:11]=2[F:21])=[CH:4][C:3]=1[Cl:23]. (4) The product is: [F:1][C:2]1[CH:3]=[C:4]([CH:36]=[CH:37][C:38]=1[O:39][CH2:41][CH2:42][N:44]([CH2:46][CH2:47][O:48][CH3:49])[CH3:45])[CH2:5][N:7]([CH:33]([CH3:35])[CH3:34])[C:8]1[CH:13]=[C:12]([O:14][CH3:15])[CH:11]=[CH:10][C:9]=1[C@H:16]1[CH2:25][CH2:24][C:23]2[CH:22]=[C:21]([OH:26])[CH:20]=[CH:19][C:18]=2[CH2:17]1. Given the reactants [F:1][C:2]1[CH:3]=[C:4]([CH:36]=[CH:37][C:38]=1[OH:39])[C:5]([N:7]([CH:33]([CH3:35])[CH3:34])[C:8]1[CH:13]=[C:12]([O:14][CH3:15])[CH:11]=[CH:10][C:9]=1[C@H:16]1[CH2:25][CH2:24][C:23]2[CH:22]=[C:21]([O:26]C(=O)C(C)(C)C)[CH:20]=[CH:19][C:18]=2[CH2:17]1)=O.Cl[CH2:41][C:42]([N:44]([CH2:46][CH2:47][O:48][CH3:49])[CH3:45])=O, predict the reaction product.